This data is from NCI-60 drug combinations with 297,098 pairs across 59 cell lines. The task is: Regression. Given two drug SMILES strings and cell line genomic features, predict the synergy score measuring deviation from expected non-interaction effect. (1) Drug 1: COC1=NC(=NC2=C1N=CN2C3C(C(C(O3)CO)O)O)N. Synergy scores: CSS=24.3, Synergy_ZIP=4.18, Synergy_Bliss=4.78, Synergy_Loewe=-33.3, Synergy_HSA=-0.659. Cell line: 786-0. Drug 2: C1CN1C2=NC(=NC(=N2)N3CC3)N4CC4. (2) Drug 1: CC(CN1CC(=O)NC(=O)C1)N2CC(=O)NC(=O)C2. Drug 2: CC1CCCC2(C(O2)CC(NC(=O)CC(C(C(=O)C(C1O)C)(C)C)O)C(=CC3=CSC(=N3)C)C)C. Cell line: SF-295. Synergy scores: CSS=17.8, Synergy_ZIP=-9.10, Synergy_Bliss=-6.27, Synergy_Loewe=-3.11, Synergy_HSA=-3.53. (3) Cell line: COLO 205. Synergy scores: CSS=3.20, Synergy_ZIP=-0.165, Synergy_Bliss=-1.45, Synergy_Loewe=2.58, Synergy_HSA=-2.65. Drug 2: CC12CCC3C(C1CCC2O)C(CC4=C3C=CC(=C4)O)CCCCCCCCCS(=O)CCCC(C(F)(F)F)(F)F. Drug 1: C1=CC(=CC=C1C#N)C(C2=CC=C(C=C2)C#N)N3C=NC=N3. (4) Drug 1: CC1CCC2CC(C(=CC=CC=CC(CC(C(=O)C(C(C(=CC(C(=O)CC(OC(=O)C3CCCCN3C(=O)C(=O)C1(O2)O)C(C)CC4CCC(C(C4)OC)OCCO)C)C)O)OC)C)C)C)OC. Drug 2: CN(CCCl)CCCl.Cl. Cell line: COLO 205. Synergy scores: CSS=40.0, Synergy_ZIP=-5.38, Synergy_Bliss=-4.39, Synergy_Loewe=0.0465, Synergy_HSA=1.34.